This data is from Peptide-MHC class II binding affinity with 134,281 pairs from IEDB. The task is: Regression. Given a peptide amino acid sequence and an MHC pseudo amino acid sequence, predict their binding affinity value. This is MHC class II binding data. (1) The peptide sequence is TLGSTSADEVQRMMA. The MHC is DRB1_1602 with pseudo-sequence DRB1_1602. The binding affinity (normalized) is 0.267. (2) The peptide sequence is IARFKMFPEVKEK. The MHC is DRB1_0405 with pseudo-sequence DRB1_0405. The binding affinity (normalized) is 0.692. (3) The peptide sequence is FLGCLVKEIPPRLLY. The MHC is DRB1_0101 with pseudo-sequence DRB1_0101. The binding affinity (normalized) is 0.847. (4) The peptide sequence is MSMSMILVGVIMMFL. The MHC is DRB4_0101 with pseudo-sequence DRB4_0103. The binding affinity (normalized) is 0.593. (5) The peptide sequence is AFKVAATACNAAPAN. The MHC is HLA-DPA10201-DPB11401 with pseudo-sequence HLA-DPA10201-DPB11401. The binding affinity (normalized) is 0.762. (6) The peptide sequence is EKKYCAATQFEPLAA. The MHC is HLA-DQA10501-DQB10201 with pseudo-sequence HLA-DQA10501-DQB10201. The binding affinity (normalized) is 0.368. (7) The binding affinity (normalized) is 0.845. The peptide sequence is GELQIHDKIDAAFKI. The MHC is DRB1_0701 with pseudo-sequence DRB1_0701.